This data is from Reaction yield outcomes from USPTO patents with 853,638 reactions. The task is: Predict the reaction yield, written as a fraction of the theoretical maximum amount of product (1.0 means a 100% yield; for example, 0.34 means a 34% yield). The reactants are [CH2:1]([C:3]1[CH:4]=[CH:5][CH:6]=[C:7]2[C:12]=1[N:11]=[CH:10][CH:9]=[CH:8]2)[CH3:2].C1C(=O)N([Br:20])C(=O)C1. The catalyst is C(Cl)(Cl)(Cl)Cl.C(OOC(=O)C1C=CC=CC=1)(=O)C1C=CC=CC=1. The product is [Br:20][CH:1]([C:3]1[CH:4]=[CH:5][CH:6]=[C:7]2[C:12]=1[N:11]=[CH:10][CH:9]=[CH:8]2)[CH3:2]. The yield is 0.780.